Dataset: Catalyst prediction with 721,799 reactions and 888 catalyst types from USPTO. Task: Predict which catalyst facilitates the given reaction. (1) Reactant: [CH:1]1([N:5]2[CH2:11][CH2:10][C:9]3[CH:12]=[C:13]([OH:16])[CH:14]=[CH:15][C:8]=3[CH2:7][CH2:6]2)[CH2:4][CH2:3][CH2:2]1.Cl[C:18]1[CH:27]=[C:26]([O:28][CH3:29])[C:25]2[C:20](=[CH:21][CH:22]=[C:23]([CH3:30])[CH:24]=2)[N:19]=1.C(=O)([O-])[O-].[Cs+].[Cs+]. Product: [CH:1]1([N:5]2[CH2:6][CH2:7][C:8]3[CH:15]=[CH:14][C:13]([O:16][C:18]4[CH:27]=[C:26]([O:28][CH3:29])[C:25]5[C:20](=[CH:21][CH:22]=[C:23]([CH3:30])[CH:24]=5)[N:19]=4)=[CH:12][C:9]=3[CH2:10][CH2:11]2)[CH2:4][CH2:3][CH2:2]1. The catalyst class is: 3. (2) Reactant: CO.[C:3]1([C:12]([O:14][CH2:15][CH3:16])=[O:13])[C:4]2[N:5]([CH:9]=[CH:10][CH:11]=2)[CH2:6][CH2:7][N:8]=1.[BH4-].[Na+]. Product: [CH:3]1([C:12]([O:14][CH2:15][CH3:16])=[O:13])[NH:8][CH2:7][CH2:6][N:5]2[CH:9]=[CH:10][CH:11]=[C:4]12. The catalyst class is: 6. (3) Reactant: C(O[C:4]([C:6]1[N:7]=[C:8]([C:25]#[N:26])[C:9]2[C:14]([C:15]=1[OH:16])=[CH:13][CH:12]=[C:11]([O:17][CH2:18][C:19]1[CH:24]=[CH:23][CH:22]=[CH:21][CH:20]=1)[CH:10]=2)=[O:5])C.[NH2:27][CH2:28][C:29]([OH:31])=[O:30].Cl. Product: [CH2:18]([O:17][C:11]1[CH:10]=[C:9]2[C:14]([C:15]([OH:16])=[C:6]([C:4]([NH:27][CH2:28][C:29]([OH:31])=[O:30])=[O:5])[N:7]=[C:8]2[C:25]#[N:26])=[CH:13][CH:12]=1)[C:19]1[CH:24]=[CH:23][CH:22]=[CH:21][CH:20]=1. The catalyst class is: 779. (4) Reactant: [H-].[Na+].[F:3][C:4]([F:18])([F:17])[C:5]1[CH:10]=[CH:9][N:8]=[C:7]([C:11]2[NH:12][O:13][C:14](=[O:16])[N:15]=2)[CH:6]=1.Br[CH2:20][C:21]#[N:22].[Cl-].[NH4+]. Product: [C:21]([CH2:20][N:15]1[C:14](=[O:16])[O:13][N:12]=[C:11]1[C:7]1[CH:6]=[C:5]([C:4]([F:3])([F:17])[F:18])[CH:10]=[CH:9][N:8]=1)#[N:22]. The catalyst class is: 9. (5) Reactant: C([O:3][P:4]([C:9]1[CH:18]=[CH:17][C:16]2[C:11](=[C:12]([C:20]3[C:29]4[C:24](=[CH:25][CH:26]=[CH:27][CH:28]=4)[CH:23]=[CH:22][CH:21]=3)[CH:13]=[C:14](I)[CH:15]=2)[N:10]=1)(=[O:8])[O:5]CC)C.[C:30]([N:37]1[CH:41]=[CH:40][CH:39]=[C:38]1B(O)O)([O:32][C:33]([CH3:36])([CH3:35])[CH3:34])=[O:31].C([O-])([O-])=O.[K+].[K+].C(Cl)Cl.CCOC(C)=O. Product: [C:33]([O:32][C:30]([N:37]1[CH:41]=[CH:40][CH:39]=[C:38]1[C:14]1[CH:15]=[C:16]2[C:11](=[C:12]([C:20]3[C:29]4[C:24](=[CH:25][CH:26]=[CH:27][CH:28]=4)[CH:23]=[CH:22][CH:21]=3)[CH:13]=1)[N:10]=[C:9]([P:4]([OH:3])([OH:5])=[O:8])[CH:18]=[CH:17]2)=[O:31])([CH3:36])([CH3:34])[CH3:35]. The catalyst class is: 510. (6) The catalyst class is: 3. Reactant: [C:1](O)([C:3]([F:6])([F:5])[F:4])=[O:2].[NH:8]1[CH2:12][CH2:11][N:10]=[C:9]1[C:13]1[CH:18]=[CH:17][C:16]([CH2:19][CH2:20][NH2:21])=[CH:15][CH:14]=1.[CH3:22][O:23][C:24]1[CH:29]=[C:28]([CH3:30])[C:27]([S:31]([N:34]([CH3:45])[CH:35]([C:37]2[O:41][CH:40]=[C:39]([C:42](O)=[O:43])[CH:38]=2)[CH3:36])(=[O:33])=[O:32])=[C:26]([CH3:46])[CH:25]=1.CCN=C=NCCCN(C)C.C1C=C2N=NN(O)C2=CC=1.O. Product: [F:4][C:3]([F:6])([F:5])[C:1]([NH2:8])=[O:2].[NH:10]1[CH2:11][CH2:12][N:8]=[C:9]1[C:13]1[CH:14]=[CH:15][C:16]([CH2:19][CH2:20][NH:21][C:42]([C:39]2[CH:38]=[C:37]([CH:35]([N:34]([S:31]([C:27]3[C:26]([CH3:46])=[CH:25][C:24]([O:23][CH3:22])=[CH:29][C:28]=3[CH3:30])(=[O:33])=[O:32])[CH3:45])[CH3:36])[O:41][CH:40]=2)=[O:43])=[CH:17][CH:18]=1.